This data is from Full USPTO retrosynthesis dataset with 1.9M reactions from patents (1976-2016). The task is: Predict the reactants needed to synthesize the given product. (1) Given the product [N:10]1[C:11]2[C:16](=[CH:15][CH:14]=[CH:13][CH:12]=2)[CH:17]=[C:8]([CH2:6][C:2]2[NH:1][CH:5]=[CH:4][CH:3]=2)[CH:9]=1, predict the reactants needed to synthesize it. The reactants are: [NH:1]1[CH:5]=[CH:4][CH:3]=[C:2]1[CH:6]([C:8]1[CH:9]=[N:10][C:11]2[C:16]([CH:17]=1)=[CH:15][CH:14]=[CH:13][CH:12]=2)O.[BH4-].[Na+].O. (2) Given the product [NH2:8][C@@H:6]1[CH2:7][C@H:4]([C:1]([NH2:2])=[O:3])[C:5]1([CH3:20])[CH3:19], predict the reactants needed to synthesize it. The reactants are: [C:1]([C@H:4]1[CH2:7][C@@H:6]([NH:8]C(=O)OCC2C=CC=CC=2)[C:5]1([CH3:20])[CH3:19])(=[O:3])[NH2:2]. (3) Given the product [CH3:36][O:35][C:31](=[O:34])[CH:32]=[CH:33][C:20]1[CH:19]=[CH:18][C:17]([CH:8]2[C:9]3[C:14](=[CH:13][CH:12]=[CH:11][CH:10]=3)[CH2:15][CH2:16][CH:7]2[C:1]2[CH:6]=[CH:5][CH:4]=[CH:3][CH:2]=2)=[CH:22][CH:21]=1, predict the reactants needed to synthesize it. The reactants are: [C:1]1([CH:7]2[CH2:16][CH2:15][C:14]3[C:9](=[CH:10][CH:11]=[CH:12][CH:13]=3)[CH:8]2[C:17]2[CH:22]=[CH:21][C:20](OS(C(F)(F)F)(=O)=O)=[CH:19][CH:18]=2)[CH:6]=[CH:5][CH:4]=[CH:3][CH:2]=1.[C:31]([O:35][CH3:36])(=[O:34])[CH:32]=[CH2:33]. (4) Given the product [C:1]([C:5]1[CH:6]=[C:7]([CH:36]=[CH:37][CH:38]=1)[CH2:8][N:9]1[C@@H:10]2[C@H:15]([C@H:14]([CH2:17][C:18]3[CH:23]=[C:22]([O:24][CH2:25][C:26]([F:28])([F:29])[F:27])[C:21]([N+:30]([O-:32])=[O:31])=[C:20]([F:33])[CH:19]=3)[CH2:13][S:12](=[O:35])(=[O:34])[CH2:11]2)[O:16][C:39]1=[O:40])([CH3:4])([CH3:2])[CH3:3], predict the reactants needed to synthesize it. The reactants are: [C:1]([C:5]1[CH:6]=[C:7]([CH:36]=[CH:37][CH:38]=1)[CH2:8][NH:9][C@@H:10]1[C@@H:15]([OH:16])[C@H:14]([CH2:17][C:18]2[CH:23]=[C:22]([O:24][CH2:25][C:26]([F:29])([F:28])[F:27])[C:21]([N+:30]([O-:32])=[O:31])=[C:20]([F:33])[CH:19]=2)[CH2:13][S:12](=[O:35])(=[O:34])[CH2:11]1)([CH3:4])([CH3:3])[CH3:2].[C:39](C1NC=CN=1)(C1NC=CN=1)=[O:40].CCN(C(C)C)C(C)C.